This data is from Forward reaction prediction with 1.9M reactions from USPTO patents (1976-2016). The task is: Predict the product of the given reaction. (1) Given the reactants Cl.[O:2]1[CH2:6][CH2:5][CH:4]([CH2:7][NH2:8])[CH2:3]1.C(N(CC)CC)C.[CH2:16]([N:20]1[N:24]=[N:23][C:22]([C:25](O)=[O:26])=[N:21]1)[CH2:17][CH2:18][CH3:19].ON1C2C=CC=CC=2N=N1.Cl.C(N=C=NCCCN(C)C)C.Cl, predict the reaction product. The product is: [O:2]1[CH2:6][CH2:5][CH:4]([CH2:7][NH:8][C:25]([C:22]2[N:23]=[N:24][N:20]([CH2:16][CH2:17][CH2:18][CH3:19])[N:21]=2)=[O:26])[CH2:3]1. (2) Given the reactants O.NN.[C:4]([O:8][C:9](=[O:28])[CH2:10][O:11][C@H:12]1[CH2:16][C@H:15]([N:17]2C(=O)C3C(=CC=CC=3)C2=O)[CH:14]=[CH:13]1)([CH3:7])([CH3:6])[CH3:5], predict the reaction product. The product is: [C:4]([O:8][C:9](=[O:28])[CH2:10][O:11][CH:12]1[CH2:16][CH:15]([NH2:17])[CH:14]=[CH:13]1)([CH3:7])([CH3:5])[CH3:6]. (3) Given the reactants [C:1](#[N:5])[CH2:2][C:3]#[N:4].[H-].[Na+].[Cl-].C(C1C=CC=C(C(C)C)C=1[N+]1C=CN(C2C(C(C)C)=CC=CC=2C(C)C)C=1)(C)C.[Cl:38][C:39]1[CH:44]=[CH:43][C:42](I)=[CH:41][C:40]=1[CH3:46], predict the reaction product. The product is: [Cl:38][C:39]1[CH:44]=[CH:43][C:42]([CH:2]([C:1]#[N:5])[C:3]#[N:4])=[CH:41][C:40]=1[CH3:46]. (4) Given the reactants [CH3:1][C:2]([CH3:17])([CH3:16])[C:3]#[C:4][C:5]1[CH:11]=[C:10]([N+:12]([O-:14])=[O:13])[C:9]([F:15])=[CH:8][C:6]=1[NH2:7].CCN(CC)CC.[C:25](Cl)(=[O:29])[CH2:26][CH2:27][CH3:28].O, predict the reaction product. The product is: [CH3:1][C:2]([CH3:17])([CH3:16])[C:3]#[C:4][C:5]1[CH:11]=[C:10]([N+:12]([O-:14])=[O:13])[C:9]([F:15])=[CH:8][C:6]=1[NH:7][C:25](=[O:29])[CH2:26][CH2:27][CH3:28]. (5) Given the reactants [OH:1][C:2]1[C:11]2[C:6](=[C:7]([Br:16])[CH:8]=[C:9]([CH:12]([CH2:14][CH3:15])[CH3:13])[CH:10]=2)[N:5]=[C:4]([CH3:17])[C:3]=1[CH3:18].[H-].[Na+].[CH2:21](Br)[C:22]1[CH:27]=[CH:26][CH:25]=[CH:24][CH:23]=1.O, predict the reaction product. The product is: [CH2:21]([O:1][C:2]1[C:11]2[C:6](=[C:7]([Br:16])[CH:8]=[C:9]([CH:12]([CH2:14][CH3:15])[CH3:13])[CH:10]=2)[N:5]=[C:4]([CH3:17])[C:3]=1[CH3:18])[C:22]1[CH:27]=[CH:26][CH:25]=[CH:24][CH:23]=1. (6) Given the reactants [Br:1][C:2]1[CH:3]=[C:4]([CH:8]=[CH:9][N:10]=1)[C:5]([OH:7])=[O:6].CO.Cl.[CH2:14](N=C=NCCCN(C)C)C, predict the reaction product. The product is: [Br:1][C:2]1[CH:3]=[C:4]([CH:8]=[CH:9][N:10]=1)[C:5]([O:7][CH3:14])=[O:6].